Dataset: Full USPTO retrosynthesis dataset with 1.9M reactions from patents (1976-2016). Task: Predict the reactants needed to synthesize the given product. (1) Given the product [Cl:1][C:2]1[CH:26]=[C:25]([Cl:27])[CH:24]=[CH:23][C:3]=1[NH:4][C:5]1[C:14]2[C:9](=[CH:10][C:11]3[CH:18]=[C:17]([OH:19])[CH:16]=[CH:15][C:12]=3[CH:13]=2)[N:8]=[CH:7][C:6]=1[C:21]#[N:22], predict the reactants needed to synthesize it. The reactants are: [Cl:1][C:2]1[CH:26]=[C:25]([Cl:27])[CH:24]=[CH:23][C:3]=1[NH:4][C:5]1[C:14]2[C:9](=[CH:10][C:11]3[CH:18]=[C:17]([O:19]C)[CH:16]=[CH:15][C:12]=3[CH:13]=2)[N:8]=[CH:7][C:6]=1[C:21]#[N:22].Cl.N1C=CC=CC=1.[OH-].[NH4+]. (2) Given the product [CH3:17][C:13]1[CH:14]=[CH:15][CH:16]=[C:11]([N+:8]([O-:10])=[O:9])[C:12]=1[C:18]#[N:1], predict the reactants needed to synthesize it. The reactants are: [N:1](OCCCC)=O.[N+:8]([C:11]1[CH:16]=[CH:15][CH:14]=[C:13]([CH3:17])[C:12]=1[CH3:18])([O-:10])=[O:9].CC(C)([O-])C.[K+].Cl. (3) Given the product [CH2:1]([O:3][C:4](=[O:29])[CH2:5][C:6]1[CH:11]=[CH:10][C:9]([O:12][CH3:13])=[C:8]([O:14][C:15]2[CH:20]=[CH:19][C:18]([NH:21][C:33]([CH:30]3[CH2:32][CH2:31]3)=[O:34])=[CH:17][C:16]=2[CH2:22][S:23][CH2:24][C:25]([F:26])([F:27])[F:28])[CH:7]=1)[CH3:2], predict the reactants needed to synthesize it. The reactants are: [CH2:1]([O:3][C:4](=[O:29])[CH2:5][C:6]1[CH:11]=[CH:10][C:9]([O:12][CH3:13])=[C:8]([O:14][C:15]2[CH:20]=[CH:19][C:18]([NH2:21])=[CH:17][C:16]=2[CH2:22][S:23][CH2:24][C:25]([F:28])([F:27])[F:26])[CH:7]=1)[CH3:2].[CH:30]1([C:33](Cl)=[O:34])[CH2:32][CH2:31]1. (4) Given the product [O:22]=[CH:2][CH2:1][C:4]1[CH:13]=[CH:12][CH:11]=[C:10]2[C:5]=1[CH:6]=[CH:7][C:8]1[N:9]2[N:14]=[N:15][C:16]=1[C:17]([O:19][CH3:20])=[O:18], predict the reactants needed to synthesize it. The reactants are: [CH2:1]([C:4]1[CH:13]=[CH:12][CH:11]=[C:10]2[C:5]=1[CH:6]=[CH:7][C:8]1[N:9]2[N:14]=[N:15][C:16]=1[C:17]([O:19][CH3:20])=[O:18])[CH:2]=C.I([O-])(=O)(=O)=[O:22].[Na+]. (5) Given the product [OH:5][C:4]1[C@H:6]2[C@H:11]([C@H:10]3[CH2:34][C@@H:7]2[CH2:8][CH2:9]3)[N:12]([CH2:13][CH2:14][CH:15]([CH3:17])[CH3:16])[C:18](=[O:33])[C:19]=1[C:20]1[NH:25][C:24]2[CH:26]=[CH:27][C:28]([I:30])=[CH:29][C:23]=2[S:22](=[O:32])(=[O:31])[N:21]=1, predict the reactants needed to synthesize it. The reactants are: C(O[C:4]([C@H:6]1[C@@H:11]([N:12]([C:18](=[O:33])[CH2:19][C:20]2[NH:25][C:24]3[CH:26]=[CH:27][C:28]([I:30])=[CH:29][C:23]=3[S:22](=[O:32])(=[O:31])[N:21]=2)[CH2:13][CH2:14][CH:15]([CH3:17])[CH3:16])[C@H:10]2[CH2:34][C@@H:7]1[CH2:8][CH2:9]2)=[O:5])C.[O-]CC.[Na+].Cl. (6) Given the product [Cl:1][C:2]1[CH:10]=[CH:9][C:8]([C:11]2[N:12]([C:22]([O:24][C:25]([CH3:26])([CH3:28])[CH3:27])=[O:23])[C:13]3[C:18]([CH:19]=2)=[CH:17][C:16]([CH2:20][N:30]2[CH2:35][CH2:34][S:33][CH2:32][CH2:31]2)=[CH:15][CH:14]=3)=[C:7]2[C:3]=1[CH2:4][NH:5][C:6]2=[O:29], predict the reactants needed to synthesize it. The reactants are: [Cl:1][C:2]1[CH:10]=[CH:9][C:8]([C:11]2[N:12]([C:22]([O:24][C:25]([CH3:28])([CH3:27])[CH3:26])=[O:23])[C:13]3[C:18]([CH:19]=2)=[CH:17][C:16]([CH:20]=O)=[CH:15][CH:14]=3)=[C:7]2[C:3]=1[CH2:4][NH:5][C:6]2=[O:29].[NH:30]1[CH2:35][CH2:34][S:33][CH2:32][CH2:31]1.C(O[BH-](OC(=O)C)OC(=O)C)(=O)C.[Na+]. (7) Given the product [CH2:1]([C@@:4]1([CH3:32])[CH2:9][C@H:8]([C:10]2[CH:15]=[CH:14][CH:13]=[C:12]([Cl:16])[CH:11]=2)[C@@H:7]([C:17]2[CH:18]=[CH:19][C:20]([Cl:23])=[CH:21][CH:22]=2)[N:6]([C@H:24]([CH2:29][CH3:30])[CH2:25][OH:26])[C:5]1=[O:31])[CH:2]=[CH2:3], predict the reactants needed to synthesize it. The reactants are: [CH2:1]([C@@:4]1([CH3:32])[CH2:9][C@H:8]([C:10]2[CH:15]=[CH:14][CH:13]=[C:12]([Cl:16])[CH:11]=2)[C@@H:7]([C:17]2[CH:22]=[CH:21][C:20]([Cl:23])=[CH:19][CH:18]=2)[N:6]([C@@H:24]([CH2:29][CH3:30])[C:25](OC)=[O:26])[C:5]1=[O:31])[CH:2]=[CH2:3].[BH4-].[Li+].